Dataset: Peptide-MHC class I binding affinity with 185,985 pairs from IEDB/IMGT. Task: Regression. Given a peptide amino acid sequence and an MHC pseudo amino acid sequence, predict their binding affinity value. This is MHC class I binding data. The peptide sequence is VFPCWWLQFR. The MHC is Patr-A0101 with pseudo-sequence Patr-A0101. The binding affinity (normalized) is 0.647.